This data is from NCI-60 drug combinations with 297,098 pairs across 59 cell lines. The task is: Regression. Given two drug SMILES strings and cell line genomic features, predict the synergy score measuring deviation from expected non-interaction effect. (1) Drug 1: CCC(=C(C1=CC=CC=C1)C2=CC=C(C=C2)OCCN(C)C)C3=CC=CC=C3.C(C(=O)O)C(CC(=O)O)(C(=O)O)O. Drug 2: CNC(=O)C1=NC=CC(=C1)OC2=CC=C(C=C2)NC(=O)NC3=CC(=C(C=C3)Cl)C(F)(F)F. Cell line: ACHN. Synergy scores: CSS=1.56, Synergy_ZIP=1.90, Synergy_Bliss=5.09, Synergy_Loewe=-0.154, Synergy_HSA=0.509. (2) Drug 1: C1=CC=C(C=C1)NC(=O)CCCCCCC(=O)NO. Drug 2: CN(CCCl)CCCl.Cl. Cell line: DU-145. Synergy scores: CSS=36.7, Synergy_ZIP=-7.53, Synergy_Bliss=5.93, Synergy_Loewe=-4.12, Synergy_HSA=5.33. (3) Drug 1: C1=CC(=CC=C1CCC2=CNC3=C2C(=O)NC(=N3)N)C(=O)NC(CCC(=O)O)C(=O)O. Drug 2: CC1=C(C(CCC1)(C)C)C=CC(=CC=CC(=CC(=O)O)C)C. Cell line: PC-3. Synergy scores: CSS=33.8, Synergy_ZIP=4.30, Synergy_Bliss=-0.317, Synergy_Loewe=-16.4, Synergy_HSA=0.782. (4) Drug 1: C1C(C(OC1N2C=C(C(=O)NC2=O)F)CO)O. Drug 2: CC1=C(C=C(C=C1)C(=O)NC2=CC(=CC(=C2)C(F)(F)F)N3C=C(N=C3)C)NC4=NC=CC(=N4)C5=CN=CC=C5. Cell line: SNB-75. Synergy scores: CSS=7.84, Synergy_ZIP=-4.34, Synergy_Bliss=0.983, Synergy_Loewe=-10.2, Synergy_HSA=-1.39. (5) Drug 1: CC1=C2C(C(=O)C3(C(CC4C(C3C(C(C2(C)C)(CC1OC(=O)C(C(C5=CC=CC=C5)NC(=O)C6=CC=CC=C6)O)O)OC(=O)C7=CC=CC=C7)(CO4)OC(=O)C)O)C)OC(=O)C. Drug 2: C1=NC(=NC(=O)N1C2C(C(C(O2)CO)O)O)N. Cell line: CCRF-CEM. Synergy scores: CSS=16.4, Synergy_ZIP=-13.4, Synergy_Bliss=-25.5, Synergy_Loewe=-21.5, Synergy_HSA=-19.8.